Predict the reactants needed to synthesize the given product. From a dataset of Full USPTO retrosynthesis dataset with 1.9M reactions from patents (1976-2016). (1) Given the product [CH2:31]([O:30][C:28](=[O:29])[CH2:36][O:37][C:14]1[CH:15]=[CH:16][CH:17]=[CH:18][CH:19]=1)[CH3:33], predict the reactants needed to synthesize it. The reactants are: [C:14]1(P([C:14]2[CH:19]=[CH:18][CH:17]=[CH:16][CH:15]=2)[C:14]2[CH:19]=[CH:18][CH:17]=[CH:16][CH:15]=2)[CH:19]=[CH:18][CH:17]=[CH:16][CH:15]=1.N([C:28]([O:30][CH:31]([CH3:33])C)=[O:29])=N[C:28]([O:30][CH:31](C)[CH3:33])=[O:29].C1C[O:37][CH2:36]C1. (2) Given the product [C:20]([C:19]1[CH:25]=[C:26]([NH2:27])[N:10]([C:7]2[CH:8]=[CH:9][C:4]([O:3][CH3:2])=[CH:5][CH:6]=2)[N:11]=1)([CH3:23])([CH3:22])[CH3:21], predict the reactants needed to synthesize it. The reactants are: Cl.[CH3:2][O:3][C:4]1[CH:9]=[CH:8][C:7]([NH:10][NH2:11])=[CH:6][CH:5]=1.C(N(CC)CC)C.[C:19]([CH2:25][C:26]#[N:27])(=O)[C:20]([CH3:23])([CH3:22])[CH3:21]. (3) Given the product [CH3:5][S:6]([C:9]1[CH:10]=[C:11]([CH:14]=[CH:15][CH:16]=1)[CH2:12][NH:13][C:22]1[C:23]([C:24]([F:25])([F:26])[F:27])=[CH:18][N:19]=[C:20]([NH:28][C:29]2[CH:37]=[CH:36][CH:35]=[C:34]3[C:30]=2[CH2:31][C:32](=[O:38])[NH:33]3)[N:21]=1)(=[O:7])=[O:8], predict the reactants needed to synthesize it. The reactants are: C(O)(=O)C.[CH3:5][S:6]([C:9]1[CH:10]=[C:11]([CH:14]=[CH:15][CH:16]=1)[CH2:12][NH2:13])(=[O:8])=[O:7].Cl[C:18]1[C:23]([C:24]([F:27])([F:26])[F:25])=[CH:22][N:21]=[C:20]([NH:28][C:29]2[CH:37]=[CH:36][CH:35]=[C:34]3[C:30]=2[CH2:31][C:32](=[O:38])[NH:33]3)[N:19]=1.CCN(CC)CC. (4) Given the product [CH3:1][N:2]1[CH2:7][CH2:6][CH:5]([N:20]2[CH2:21][CH2:22][CH:17]([NH2:16])[CH2:18][CH2:19]2)[CH2:4][CH2:3]1, predict the reactants needed to synthesize it. The reactants are: [CH3:1][N:2]1[CH2:7][CH2:6][C:5](=O)[CH2:4][CH2:3]1.C([NH:16][CH:17]1[CH2:22][CH2:21][NH:20][CH2:19][CH2:18]1)(OC(C)(C)C)=O.C(O[BH-](OC(=O)C)OC(=O)C)(=O)C.[Na+].C(=O)([O-])[O-].[Na+].[Na+].C(O)(C(F)(F)F)=O.C([O-])([O-])=O.[K+].[K+]. (5) Given the product [OH:34][C:31]([C:28]1[CH:27]=[CH:26][C:25]([C:24]([NH:23][C:21]2[S:20][C:18]3[C:17]([N:22]=2)=[CH:16][CH:15]=[C:14]([C:7]2[C:3]([C:2]([F:12])([F:11])[F:1])=[N:4][NH:5][CH:6]=2)[N:19]=3)=[O:35])=[CH:30][CH:29]=1)([CH3:32])[CH3:33], predict the reactants needed to synthesize it. The reactants are: [F:1][C:2]([F:12])([F:11])[C:3]1[C:7](B(O)O)=[CH:6][NH:5][N:4]=1.Br[C:14]1[N:19]=[C:18]2[S:20][C:21]([NH:23][C:24](=[O:35])[C:25]3[CH:30]=[CH:29][C:28]([C:31]([OH:34])([CH3:33])[CH3:32])=[CH:27][CH:26]=3)=[N:22][C:17]2=[CH:16][CH:15]=1. (6) Given the product [Cl:1][C:2]1[C:3]2[CH:18]=[CH:19][N:8]([C@@H:9]3[CH2:13][C@H:12]([CH2:14][OH:15])[C@@H:11]([OH:16])[C@H:10]3[OH:17])[C:4]=2[N:5]=[CH:6][N:7]=1, predict the reactants needed to synthesize it. The reactants are: [Cl:1][C:2]1[N:7]=[CH:6][N:5]=[C:4]([NH:8][C@@H:9]2[CH2:13][C@H:12]([CH2:14][OH:15])[C@@H:11]([OH:16])[C@H:10]2[OH:17])[C:3]=1[CH2:18][CH:19](OCC)OCC.Cl. (7) Given the product [NH2:12][C:7]1[C:4]([C:5]#[N:6])=[C:3]([O:14][CH3:13])[N:10]=[C:9]([NH2:11])[CH:8]=1, predict the reactants needed to synthesize it. The reactants are: [Na].Br[C:3]1[N:10]=[C:9]([NH2:11])[CH:8]=[C:7]([NH2:12])[C:4]=1[C:5]#[N:6].[CH3:13][OH:14].